From a dataset of Full USPTO retrosynthesis dataset with 1.9M reactions from patents (1976-2016). Predict the reactants needed to synthesize the given product. (1) Given the product [Cl:1][C:2]1[CH:3]=[C:4]([C:9]([NH:11][CH:12]([CH3:14])[CH3:13])=[O:10])[CH:5]=[N:6][C:7]=1[N:16]1[CH2:17][CH2:18][CH:19]([N:22]2[C:27]3[CH:28]=[CH:29][CH:30]=[CH:31][C:26]=3[CH2:25][O:24][C:23]2=[O:32])[CH2:20][CH2:21]1, predict the reactants needed to synthesize it. The reactants are: [Cl:1][C:2]1[CH:3]=[C:4]([C:9]([NH:11][CH:12]([CH3:14])[CH3:13])=[O:10])[CH:5]=[N:6][C:7]=1Cl.Cl.[NH:16]1[CH2:21][CH2:20][CH:19]([N:22]2[C:27]3[CH:28]=[CH:29][CH:30]=[CH:31][C:26]=3[CH2:25][O:24][C:23]2=[O:32])[CH2:18][CH2:17]1. (2) Given the product [CH3:1][O:2][CH2:3][CH2:4][CH2:5][C:6]1[CH:7]=[CH:8][C:9]([S:16][CH3:17])=[C:10]([CH:15]=1)[CH2:11][OH:12], predict the reactants needed to synthesize it. The reactants are: [CH3:1][O:2][CH2:3][CH2:4][CH2:5][C:6]1[CH:7]=[CH:8][C:9]([S:16][CH3:17])=[C:10]([CH:15]=1)[C:11](OC)=[O:12].[H-].[Al+3].[Li+].[H-].[H-].[H-]. (3) Given the product [CH3:8][O:9][C:10]1[N:15]=[C:14]([C:16]([NH:46][CH2:45][CH:42]2[CH2:43][CH2:44][O:39][CH2:40][CH2:41]2)=[O:17])[C:13]([NH:20][C:21]([C:23]2[C:32]3[C:27](=[CH:28][CH:29]=[CH:30][CH:31]=3)[C:26]([CH2:33][N:34]3[CH:38]=[CH:37][N:36]=[N:35]3)=[CH:25][CH:24]=2)=[O:22])=[N:12][CH:11]=1, predict the reactants needed to synthesize it. The reactants are: C(O)(C(F)(F)F)=O.[CH3:8][O:9][C:10]1[N:15]=[C:14]([C:16](OC)=[O:17])[C:13]([NH:20][C:21]([C:23]2[C:32]3[C:27](=[CH:28][CH:29]=[CH:30][CH:31]=3)[C:26]([CH2:33][N:34]3[CH:38]=[CH:37][N:36]=[N:35]3)=[CH:25][CH:24]=2)=[O:22])=[N:12][CH:11]=1.[O:39]1[CH2:44][CH2:43][CH:42]([CH2:45][NH2:46])[CH2:41][CH2:40]1. (4) Given the product [CH:27]1([NH:26][C:22]2[CH:21]=[C:20]([C:18]3[CH:17]=[C:16]([N:40]4[CH:45]=[N:43][N:42]=[N:41]4)[CH:15]=[C:14]([N:11]4[CH2:10][CH2:9][NH:8][CH2:13][CH2:12]4)[N:19]=3)[CH:25]=[CH:24][N:23]=2)[CH2:32][CH2:31][CH2:30][CH2:29][CH2:28]1, predict the reactants needed to synthesize it. The reactants are: C(OC([N:8]1[CH2:13][CH2:12][N:11]([C:14]2[N:19]=[C:18]([C:20]3[CH:25]=[CH:24][N:23]=[C:22]([N:26](C(OC(C)(C)C)=O)[CH:27]4[CH2:32][CH2:31][CH2:30][CH2:29][CH2:28]4)[CH:21]=3)[CH:17]=[C:16]([NH2:40])[CH:15]=2)[CH2:10][CH2:9]1)=O)(C)(C)C.[N-:41]=[N+:42]=[N-:43].[Na+].[CH:45](OC)(OC)OC. (5) Given the product [Cl:22][C:19]1[CH:20]=[CH:21][C:16]([N:15]([C:2]#[N:1])[C:13]([NH:12][C:6]2[CH:7]=[CH:8][CH:9]=[C:10]([F:11])[C:5]=2[F:4])=[NH:44])=[C:17]([OH:29])[C:18]=1[S:23]([N:26]([CH3:28])[CH3:27])(=[O:25])=[O:24], predict the reactants needed to synthesize it. The reactants are: [NH:1]=[C:2]=N.[F:4][C:5]1[C:10]([F:11])=[CH:9][CH:8]=[CH:7][C:6]=1[NH:12][C:13]([NH:15][C:16]1[CH:21]=[CH:20][C:19]([Cl:22])=[C:18]([S:23]([N:26]([CH3:28])[CH3:27])(=[O:25])=[O:24])[C:17]=1[O:29][Si](C(C)(C)C)(C)C)=S.CS(Cl)(=O)=O.C([N:44](CC)CC)C. (6) Given the product [CH3:5][C:6]1([CH3:16])[O:10][B:9]([OH:11])[C:8]2[CH:12]=[C:13]([N+:1]([O-:4])=[O:2])[CH:14]=[CH:15][C:7]1=2, predict the reactants needed to synthesize it. The reactants are: [N+:1]([O-:4])(O)=[O:2].[CH3:5][C:6]1([CH3:16])[O:10][B:9]([OH:11])[C:8]2[CH:12]=[CH:13][CH:14]=[CH:15][C:7]1=2. (7) The reactants are: [Br:1][C:2]1[N:3]=[C:4]2[CH:10]=[CH:9][NH:8][C:5]2=[N:6][CH:7]=1.[CH2:11]([O:18][CH:19]1[CH2:24][CH2:23][C:22]([CH3:28])([C:25](Cl)=[O:26])[CH2:21][CH2:20]1)[C:12]1[CH:17]=[CH:16][CH:15]=[CH:14][CH:13]=1.[Al](Cl)(CC)CC.CCOCC. Given the product [CH2:11]([O:18][CH:19]1[CH2:24][CH2:23][C:22]([C:25]([C:10]2[C:4]3[C:5](=[N:6][CH:7]=[C:2]([Br:1])[N:3]=3)[NH:8][CH:9]=2)=[O:26])([CH3:28])[CH2:21][CH2:20]1)[C:12]1[CH:17]=[CH:16][CH:15]=[CH:14][CH:13]=1, predict the reactants needed to synthesize it. (8) Given the product [O:24]=[S:9]1(=[O:23])[CH:10]([CH2:18][CH2:19][CH2:20][NH:21][CH3:22])[CH2:11][C:12]2[CH:17]=[CH:16][CH:15]=[CH:14][C:13]=2[N:8]1[C:3]1[CH:4]=[N:38][CH:6]=[CH:7][CH:2]=1, predict the reactants needed to synthesize it. The reactants are: F[C:2]1[CH:7]=[CH:6]C=[CH:4][C:3]=1[N:8]1[C:13]2[CH:14]=[CH:15][CH:16]=[CH:17][C:12]=2[CH2:11][CH:10]([CH2:18][CH2:19][CH2:20][NH:21][CH3:22])[S:9]1(=[O:24])=[O:23].BrC1C=CC=CC=1CCS(Cl)(=O)=O.[NH2:38]C1C=NC=CC=1.CN(C)CC. (9) Given the product [N:1]1([C:17]2([C:22]#[N:23])[CH2:21][CH2:20][CH2:19][CH2:18]2)[CH2:5][CH:4]=[CH:3][CH2:2]1, predict the reactants needed to synthesize it. The reactants are: [NH:1]1[CH2:5][CH:4]=[CH:3][CH2:2]1.C1(=O)CCCC1.[C-]#N.[K+].CN(C)[C:17]1([C:22]#[N:23])[CH2:21][CH2:20][CH2:19][CH2:18]1.